From a dataset of Reaction yield outcomes from USPTO patents with 853,638 reactions. Predict the reaction yield, written as a fraction of the theoretical maximum amount of product (1.0 means a 100% yield; for example, 0.34 means a 34% yield). (1) The reactants are [Br:1][C:2]1[CH:7]=[C:6]([F:8])[C:5]([N+:9]([O-])=O)=[CH:4][C:3]=1[N:12]([C:18]([O:20][CH2:21][CH3:22])=[O:19])[S:13]([CH2:16][CH3:17])(=[O:15])=[O:14]. The catalyst is C(O)(=O)C.[Fe]. The product is [Br:1][C:2]1[CH:7]=[C:6]([F:8])[C:5]([NH2:9])=[CH:4][C:3]=1[N:12]([C:18]([O:20][CH2:21][CH3:22])=[O:19])[S:13]([CH2:16][CH3:17])(=[O:14])=[O:15]. The yield is 0.930. (2) The yield is 0.820. The reactants are [Br:1][C:2]1[CH:3]=[C:4](I)[C:5](=[O:9])[N:6]([CH3:8])[CH:7]=1.[C:11]([Si:13]([CH3:16])([CH3:15])[CH3:14])#[CH:12].C(N(CC)CC)C. The catalyst is C1COCC1.[Cu]I.Cl[Pd](Cl)([P](C1C=CC=CC=1)(C1C=CC=CC=1)C1C=CC=CC=1)[P](C1C=CC=CC=1)(C1C=CC=CC=1)C1C=CC=CC=1. The product is [Br:1][C:2]1[CH:3]=[C:4]([C:12]#[C:11][Si:13]([CH3:16])([CH3:15])[CH3:14])[C:5](=[O:9])[N:6]([CH3:8])[CH:7]=1. (3) The reactants are C([O:5][C:6](=[O:37])[C@H:7]([CH2:29][C:30]1[CH:35]=[CH:34][C:33]([OH:36])=[CH:32][CH:31]=1)[NH:8][C:9]1[C:13]([N:14]([CH2:21][CH2:22][CH2:23][CH2:24][CH2:25][CH3:26])[CH2:15][CH2:16][CH2:17][CH2:18][CH2:19][CH3:20])=[N:12][S:11](=[O:28])(=[O:27])[N:10]=1)(C)(C)C. The catalyst is C(O)=O. The product is [CH2:15]([N:14]([C:13]1[C:9]([NH:8][C@H:7]([C:6]([OH:37])=[O:5])[CH2:29][C:30]2[CH:35]=[CH:34][C:33]([OH:36])=[CH:32][CH:31]=2)=[N:10][S:11](=[O:27])(=[O:28])[N:12]=1)[CH2:21][CH2:22][CH2:23][CH2:24][CH2:25][CH3:26])[CH2:16][CH2:17][CH2:18][CH2:19][CH3:20]. The yield is 0.980. (4) The reactants are [F:1][C:2]1[CH:9]=[CH:8][C:5]([CH:6]=O)=[C:4]([C:10]([F:13])([F:12])[F:11])[CH:3]=1.[NH3:14].C[Si]([C:19]#[N:20])(C)C. The catalyst is CO.CC([O-])C.CC([O-])C.CC([O-])C.CC([O-])C.[Ti+4]. The product is [NH2:14][CH:6]([C:5]1[CH:8]=[CH:9][C:2]([F:1])=[CH:3][C:4]=1[C:10]([F:13])([F:12])[F:11])[C:19]#[N:20]. The yield is 0.810. (5) The reactants are C[O:2][C:3]([C:5]1[CH:14]=[C:13]([O:15]COCC[Si](C)(C)C)[C:12]2[C:7](=[C:8]([Br:26])[CH:9]=[C:10]([O:24][CH3:25])[CH:11]=2)[N:6]=1)=[O:4].O1CCCC1.O.O.[OH-].[Li+]. The catalyst is CO. The product is [Br:26][C:8]1[CH:9]=[C:10]([O:24][CH3:25])[CH:11]=[C:12]2[C:7]=1[NH:6][C:5]([C:3]([OH:4])=[O:2])=[CH:14][C:13]2=[O:15]. The yield is 0.800. (6) The reactants are Cl.[CH3:2][NH:3][O:4][CH3:5].CCN(C(C)C)C(C)C.[C:15]([N:22]1[CH2:30][CH2:29][CH:25]([C:26]([OH:28])=O)[CH2:24][CH2:23]1)([O:17][C:18]([CH3:21])([CH3:20])[CH3:19])=[O:16].ON1C2C=CC=CC=2N=N1.Cl.CN(C)CCCN=C=NCC.CNOC. The catalyst is ClCCl.CN(C=O)C. The product is [C:18]([O:17][C:15]([N:22]1[CH2:23][CH2:24][CH:25]([C:26](=[O:28])[N:3]([O:4][CH3:5])[CH3:2])[CH2:29][CH2:30]1)=[O:16])([CH3:19])([CH3:20])[CH3:21]. The yield is 0.790. (7) The reactants are Cl[C:2](=[N:13][OH:14])[C:3]1[CH:12]=[CH:11][C:6]([C:7]([O:9][CH3:10])=[O:8])=[CH:5][CH:4]=1.[Cl:15][C:16]1[CH:21]=[CH:20][C:19]([C:22]#[CH:23])=[CH:18][CH:17]=1.C(N(CC)CC)C.O. The catalyst is O1CCCC1. The product is [Cl:15][C:16]1[CH:21]=[CH:20][C:19]([C:22]2[O:14][N:13]=[C:2]([C:3]3[CH:12]=[CH:11][C:6]([C:7]([O:9][CH3:10])=[O:8])=[CH:5][CH:4]=3)[CH:23]=2)=[CH:18][CH:17]=1. The yield is 0.910. (8) The reactants are [C:1]([O:6][C@@H:7]1[C@@H:15]([CH2:16]Br)[C:14](=[O:18])[O:13][CH2:12][C@H:11]([NH:19][C:20]([O:22][C:23]([CH3:26])([CH3:25])[CH3:24])=[O:21])[C:10](=[O:27])[O:9][C@H:8]1[CH3:28])(=[O:5])[CH:2]([CH3:4])[CH3:3].CCCC[SnH](CCCC)CCCC. The catalyst is C1C=CC=CC=1.CC(N=NC(C#N)(C)C)(C#N)C. The product is [C:1]([O:6][C@@H:7]1[C@@H:15]([CH3:16])[C:14](=[O:18])[O:13][CH2:12][C@H:11]([NH:19][C:20]([O:22][C:23]([CH3:25])([CH3:24])[CH3:26])=[O:21])[C:10](=[O:27])[O:9][C@H:8]1[CH3:28])(=[O:5])[CH:2]([CH3:4])[CH3:3]. The yield is 0.940.